The task is: Regression/Classification. Given a drug SMILES string, predict its toxicity properties. Task type varies by dataset: regression for continuous values (e.g., LD50, hERG inhibition percentage) or binary classification for toxic/non-toxic outcomes (e.g., AMES mutagenicity, cardiotoxicity, hepatotoxicity). Dataset: skin_reaction.. This data is from Skin sensitization/reaction prediction data. (1) The drug is C=CC(=O)OCC(COC(=O)C=C)C(CC)OC(=O)C=C. The result is 1 (causes skin reaction). (2) The molecule is CC(C)(C)OC(=O)NC(C(=O)N1CC(F)CC1C#N)C(c1ccc(F)cc1)c1ccc(F)cc1. The result is 0 (no skin reaction). (3) The molecule is CCCc1ccc(O)c(OC)c1. The result is 1 (causes skin reaction). (4) The drug is CC(C)N(C(=O)CN1C(=O)C(NC(=O)Nc2cccc(C(=O)OC(C)(C)C)c2)C(=O)N(c2ccccc2)c2ccccc21)c1ccccc1. The result is 1 (causes skin reaction).